Dataset: Forward reaction prediction with 1.9M reactions from USPTO patents (1976-2016). Task: Predict the product of the given reaction. (1) Given the reactants [Si]([O:8][C:9]1[CH:14]=[CH:13][C:12]([C@@H:15]([O:39][Si](CC)(CC)CC)[CH2:16][NH:17][C@H:18]([CH3:38])[CH2:19][C:20]2[C:28]3[C:23](=[C:24]([O:29][CH2:30][C:31]([N:33]([CH2:36][CH3:37])[CH2:34][CH3:35])=[O:32])[CH:25]=[CH:26][CH:27]=3)[NH:22][CH:21]=2)=[CH:11][CH:10]=1)(C(C)(C)C)(C)C.CCCC[N+](CCCC)(CCCC)CCCC.[F-], predict the reaction product. The product is: [CH2:36]([N:33]([CH2:34][CH3:35])[C:31](=[O:32])[CH2:30][O:29][C:24]1[CH:25]=[CH:26][CH:27]=[C:28]2[C:23]=1[NH:22][CH:21]=[C:20]2[CH2:19][C@H:18]([NH:17][CH2:16][C@H:15]([OH:39])[C:12]1[CH:13]=[CH:14][C:9]([OH:8])=[CH:10][CH:11]=1)[CH3:38])[CH3:37]. (2) Given the reactants [Cl:1][C:2]1[CH:37]=[CH:36][CH:35]=[CH:34][C:3]=1[CH2:4][N:5]1[C:13]2[C:12](=[O:14])[N:11]([CH3:15])[C:10](=[O:16])[N:9]([CH3:17])[C:8]=2[C:7]([CH:18]=[O:19])=[C:6]1[N:20]1[CH2:25][CH2:24][CH2:23][C@@H:22]([NH:26][C:27](=[O:33])[O:28][C:29]([CH3:32])([CH3:31])[CH3:30])[CH2:21]1.[CH3:38][Mg]Br.[Cl-].[NH4+], predict the reaction product. The product is: [Cl:1][C:2]1[CH:37]=[CH:36][CH:35]=[CH:34][C:3]=1[CH2:4][N:5]1[C:13]2[C:12](=[O:14])[N:11]([CH3:15])[C:10](=[O:16])[N:9]([CH3:17])[C:8]=2[C:7]([CH:18]([OH:19])[CH3:38])=[C:6]1[N:20]1[CH2:25][CH2:24][CH2:23][C@@H:22]([NH:26][C:27](=[O:33])[O:28][C:29]([CH3:30])([CH3:31])[CH3:32])[CH2:21]1.